Dataset: Catalyst prediction with 721,799 reactions and 888 catalyst types from USPTO. Task: Predict which catalyst facilitates the given reaction. (1) Reactant: C(O[BH-](OC(=O)C)OC(=O)C)(=O)C.[Na+].[Cl:15][C:16]1[C:17]([CH:28]=O)=[N:18][CH:19]=[C:20]([N:22]([CH:24]2[CH2:27][CH2:26][CH2:25]2)[CH3:23])[N:21]=1.[CH2:30]([NH:37][CH2:38][CH2:39][OH:40])[C:31]1[CH:36]=[CH:35][CH:34]=[CH:33][CH:32]=1.C(=O)([O-])O.[Na+]. Product: [CH2:30]([N:37]([CH2:28][C:17]1[C:16]([Cl:15])=[N:21][C:20]([N:22]([CH:24]2[CH2:25][CH2:26][CH2:27]2)[CH3:23])=[CH:19][N:18]=1)[CH2:38][CH2:39][OH:40])[C:31]1[CH:36]=[CH:35][CH:34]=[CH:33][CH:32]=1. The catalyst class is: 477. (2) Product: [F:19][C:13]1[C:12]([NH:20][C:21]2[CH:26]=[CH:25][C:24]([I:27])=[CH:23][C:22]=2[F:28])=[C:11]([NH:10][S:7]([C:4]2([CH2:1][CH:40]([OH:41])[CH2:42][OH:33])[CH2:6][CH2:5]2)(=[O:9])=[O:8])[C:16]([CH3:17])=[CH:15][C:14]=1[F:18]. The catalyst class is: 822. Reactant: [CH2:1]([C:4]1([S:7]([NH:10][C:11]2[C:16]([CH3:17])=[CH:15][C:14]([F:18])=[C:13]([F:19])[C:12]=2[NH:20][C:21]2[CH:26]=[CH:25][C:24]([I:27])=[CH:23][C:22]=2[F:28])(=[O:9])=[O:8])[CH2:6][CH2:5]1)C=C.C[N+]1([O-])CC[O:33]CC1.CCO[C:40]([CH3:42])=[O:41].